From a dataset of Forward reaction prediction with 1.9M reactions from USPTO patents (1976-2016). Predict the product of the given reaction. (1) Given the reactants C(Cl)CCl.Cl.[CH3:6][N:7]1[C:14](=[O:15])[CH2:13][CH2:12][NH:11][C:10]2[N:16]=[CH:17][C:18](/[CH:20]=[CH:21]/[C:22]([OH:24])=O)=[CH:19][C:9]=2[CH2:8]1.C1C=CC2N(O)N=NC=2C=1.[CH3:35][NH:36][CH2:37][C:38]1[S:42][C:41]2[CH:43]=[CH:44][CH:45]=[CH:46][C:40]=2[C:39]=1[CH3:47].C(N(C(C)C)C(C)C)C, predict the reaction product. The product is: [CH3:35][N:36]([CH2:37][C:38]1[S:42][C:41]2[CH:43]=[CH:44][CH:45]=[CH:46][C:40]=2[C:39]=1[CH3:47])[C:22](=[O:24])/[CH:21]=[CH:20]/[C:18]1[CH:17]=[N:16][C:10]2[NH:11][CH2:12][CH2:13][C:14](=[O:15])[N:7]([CH3:6])[CH2:8][C:9]=2[CH:19]=1. (2) Given the reactants [ClH:1].[S:2]1[CH:6]=[CH:5][C:4]2[C:7]([N:11]3[CH2:16][CH2:15][N:14]([CH2:17][CH2:18][CH2:19][O:20][C:21]4[C:28]([O:29][CH3:30])=[CH:27][C:26]([N:31]5[CH2:35][CH2:34][O:33][C:32]5=[O:36])=[CH:25][C:22]=4[CH:23]=[O:24])[CH2:13][CH2:12]3)=[CH:8][CH:9]=[CH:10][C:3]1=2.Cl.[K].[BH4-].[Na+].Cl.[OH-].[Na+], predict the reaction product. The product is: [ClH:1].[S:2]1[CH:6]=[CH:5][C:4]2[C:7]([N:11]3[CH2:16][CH2:15][N:14]([CH2:17][CH2:18][CH2:19][O:20][C:21]4[C:28]([O:29][CH3:30])=[CH:27][C:26]([N:31]5[CH2:35][CH2:34][O:33][C:32]5=[O:36])=[CH:25][C:22]=4[CH2:23][OH:24])[CH2:13][CH2:12]3)=[CH:8][CH:9]=[CH:10][C:3]1=2. (3) Given the reactants [NH2:1][C:2]1[CH:22]=[CH:21][C:5]([C:6]([N:8]2[CH2:13][CH2:12][N:11](C(OC(C)(C)C)=O)[CH2:10][CH2:9]2)=[O:7])=[CH:4][C:3]=1[F:23].FC(F)(F)C(O)=O, predict the reaction product. The product is: [NH2:1][C:2]1[CH:22]=[CH:21][C:5]([C:6]([N:8]2[CH2:9][CH2:10][NH:11][CH2:12][CH2:13]2)=[O:7])=[CH:4][C:3]=1[F:23]. (4) Given the reactants [CH3:1][C:2]([O:5][C:6]([C:8]1[CH:9]=[C:10]([F:32])[C:11]([CH3:31])=[C:12]([C:14]2[C:15]([C:28]([OH:30])=O)=[CH:16][C:17]([C:20]([NH:22][CH2:23][C:24]([CH3:27])([CH3:26])[CH3:25])=[O:21])=[CH:18][CH:19]=2)[CH:13]=1)=[O:7])([CH3:4])[CH3:3].[NH2:33][C:34]1[S:35][CH:36]=[CH:37][N:38]=1.CCN(C(C)C)C(C)C.O, predict the reaction product. The product is: [CH3:26][C:24]([CH3:25])([CH3:27])[CH2:23][NH:22][C:20]([C:17]1[CH:18]=[CH:19][C:14]([C:12]2[C:11]([CH3:31])=[C:10]([F:32])[CH:9]=[C:8]([C:6]([O:5][C:2]([CH3:4])([CH3:3])[CH3:1])=[O:7])[CH:13]=2)=[C:15]([C:28]([NH:33][C:34]2[S:35][CH:36]=[CH:37][N:38]=2)=[O:30])[CH:16]=1)=[O:21].